From a dataset of Forward reaction prediction with 1.9M reactions from USPTO patents (1976-2016). Predict the product of the given reaction. (1) Given the reactants [Br:1][C:2]1[CH:10]=[CH:9][C:5]([C:6]([OH:8])=O)=[C:4]([F:11])[CH:3]=1.[CH:12]([NH:15][CH:16]([CH3:18])[CH3:17])([CH3:14])[CH3:13], predict the reaction product. The product is: [Br:1][C:2]1[CH:10]=[CH:9][C:5]([C:6]([N:15]([CH:16]([CH3:18])[CH3:17])[CH:12]([CH3:14])[CH3:13])=[O:8])=[C:4]([F:11])[CH:3]=1. (2) The product is: [CH3:1][N:2]([CH3:36])[CH2:3][CH2:4][NH:5][C:6]([NH:8][C:9]1[CH:10]=[CH:11][C:12]([C:15]2[N:16]=[C:17]([N:30]3[CH2:35][CH2:34][O:33][CH2:32][CH2:31]3)[C:18]3[N:23]=[N:22][N:21]([CH:24]4[CH2:29][CH2:28][N:27]([CH2:42][C:41]5[CH:44]=[CH:45][C:38]([F:37])=[CH:39][CH:40]=5)[CH2:26][CH2:25]4)[C:19]=3[N:20]=2)=[CH:13][CH:14]=1)=[O:7]. Given the reactants [CH3:1][N:2]([CH3:36])[CH2:3][CH2:4][NH:5][C:6]([NH:8][C:9]1[CH:14]=[CH:13][C:12]([C:15]2[N:16]=[C:17]([N:30]3[CH2:35][CH2:34][O:33][CH2:32][CH2:31]3)[C:18]3[N:23]=[N:22][N:21]([CH:24]4[CH2:29][CH2:28][NH:27][CH2:26][CH2:25]4)[C:19]=3[N:20]=2)=[CH:11][CH:10]=1)=[O:7].[F:37][C:38]1[CH:45]=[CH:44][C:41]([CH:42]=O)=[CH:40][CH:39]=1.[BH-](OC(C)=O)(OC(C)=O)OC(C)=O.[Na+].CC(O)=O, predict the reaction product. (3) Given the reactants [Cl:1][C:2]1[CH:7]=[CH:6][C:5](B(O)O)=[CH:4][CH:3]=1.[O:11]=[S:12]1(=[O:29])[CH2:17][CH2:16][N:15]2[CH2:18][CH2:19][CH2:20][CH:21]([C:22]3[CH:27]=[CH:26][C:25]([OH:28])=[CH:24][CH:23]=3)[C:14]2=[N:13]1.N1C=CC=CC=1.C(=O)([O-])[O-].[Cs+].[Cs+], predict the reaction product. The product is: [Cl:1][C:2]1[CH:7]=[CH:6][C:5]([O:28][C:25]2[CH:24]=[CH:23][C:22]([CH:21]3[C:14]4=[N:13][S:12](=[O:29])(=[O:11])[CH2:17][CH2:16][N:15]4[CH2:18][CH2:19][CH2:20]3)=[CH:27][CH:26]=2)=[CH:4][CH:3]=1. (4) Given the reactants [F:1][C:2]1[CH:7]=[CH:6][CH:5]=[C:4]([F:8])[C:3]=1[C:9]1[O:10][CH2:11][CH:12]([C:14]2[CH:19]=[CH:18][C:17](Br)=[CH:16][CH:15]=2)[N:13]=1.[F:21][C:22]([F:36])([F:35])[CH2:23][O:24][C:25]1[CH:30]=[CH:29][C:28]([Sn](C)(C)C)=[CH:27][N:26]=1.[Cl-].[Li+], predict the reaction product. The product is: [F:1][C:2]1[CH:7]=[CH:6][CH:5]=[C:4]([F:8])[C:3]=1[C:9]1[O:10][CH2:11][CH:12]([C:14]2[CH:19]=[CH:18][C:17]([C:28]3[CH:29]=[CH:30][C:25]([O:24][CH2:23][C:22]([F:36])([F:21])[F:35])=[N:26][CH:27]=3)=[CH:16][CH:15]=2)[N:13]=1. (5) Given the reactants [Cl-].[CH3:2][O:3][C:4](=[O:14])[C:5]1[CH:13]=[CH:12][C:8]([C:9]([OH:11])=O)=[CH:7][CH:6]=1.[Cl-].[Cl-].[Cl-].[Al+3].[CH2:19]([O:27][C:28]1[CH:33]=[CH:32][CH:31]=[C:30]([O:34][CH2:35][CH2:36][CH2:37][CH2:38][CH2:39][CH2:40][CH2:41][CH3:42])[C:29]=1[O:43][CH2:44][CH2:45][CH2:46][CH2:47][CH2:48][CH2:49][CH2:50][CH3:51])[CH2:20][CH2:21][CH2:22][CH2:23][CH2:24][CH2:25][CH3:26], predict the reaction product. The product is: [CH2:35]([O:34][C:30]1[CH:31]=[C:32]([CH:33]=[C:28]([O:27][CH2:19][CH2:20][CH2:21][CH2:22][CH2:23][CH2:24][CH2:25][CH3:26])[C:29]=1[O:43][CH2:44][CH2:45][CH2:46][CH2:47][CH2:48][CH2:49][CH2:50][CH3:51])[C:9]([C:8]1[CH:7]=[CH:6][C:5]([C:4]([O:3][CH3:2])=[O:14])=[CH:13][CH:12]=1)=[O:11])[CH2:36][CH2:37][CH2:38][CH2:39][CH2:40][CH2:41][CH3:42]. (6) Given the reactants Br[C:2]1[CH:3]=[C:4]([C:14]([NH:16][CH2:17][C:18]2[C:19](=[O:26])[NH:20][C:21]([CH3:25])=[CH:22][C:23]=2[CH3:24])=[O:15])[C:5]2[CH:10]=[N:9][N:8]([CH:11]([CH3:13])[CH3:12])[C:6]=2[N:7]=1.CC1(C)C(C)(C)OB([C:35]2[CH2:40][CH2:39][N:38]([C:41]([O:43][C:44]([CH3:47])([CH3:46])[CH3:45])=[O:42])[CH2:37][CH:36]=2)O1.C([O-])([O-])=O.[Na+].[Na+].CCOC(C)=O, predict the reaction product. The product is: [CH3:24][C:23]1[CH:22]=[C:21]([CH3:25])[NH:20][C:19](=[O:26])[C:18]=1[CH2:17][NH:16][C:14]([C:4]1[CH:3]=[C:2]([C:35]2[CH2:40][CH2:39][N:38]([C:41]([O:43][C:44]([CH3:47])([CH3:46])[CH3:45])=[O:42])[CH2:37][CH:36]=2)[N:7]=[C:6]2[N:8]([CH:11]([CH3:13])[CH3:12])[N:9]=[CH:10][C:5]=12)=[O:15].